From a dataset of Reaction yield outcomes from USPTO patents with 853,638 reactions. Predict the reaction yield, written as a fraction of the theoretical maximum amount of product (1.0 means a 100% yield; for example, 0.34 means a 34% yield). (1) The reactants are [O:1]1[CH:5]=[CH:4][CH:3]=[C:2]1[C:6]1[N:14]=[C:13]2[N:8]([C:9]([NH:28][CH2:29][CH2:30]O)=[N:10][CH:11]=[C:12]2[CH2:15][N:16]2[CH2:21][CH2:20][N:19]([C:22]3[CH:27]=[CH:26][CH:25]=[CH:24][CH:23]=3)[CH2:18][CH2:17]2)[N:7]=1.C(N(CC)CC)C.C(=O)([O-])[O-].[K+].[K+].CS(Cl)(=O)=O. The catalyst is ClCCl.C(Cl)(Cl)Cl. The product is [O:1]1[CH:5]=[CH:4][CH:3]=[C:2]1[C:6]1[N:14]=[C:13]2[N:8]([C:9]3[N:10]([CH:11]=[C:12]2[CH2:15][N:16]2[CH2:21][CH2:20][N:19]([C:22]4[CH:27]=[CH:26][CH:25]=[CH:24][CH:23]=4)[CH2:18][CH2:17]2)[CH2:30][CH2:29][N:28]=3)[N:7]=1. The yield is 0.660. (2) The catalyst is C(#N)C. The product is [OH:38][C@@H:36]([CH3:37])[C@H:33]([NH:32][C:21]([C:20]1[C:14]2[C:15](=[N:16][CH:17]=[C:12]([C:6]3[C:5]4[C:9](=[CH:10][C:2]([F:1])=[CH:3][CH:4]=4)[N:8]([CH3:11])[N:7]=3)[N:13]=2)[N:18]([CH2:24][O:25][CH2:26][CH2:27][Si:28]([CH3:29])([CH3:31])[CH3:30])[CH:19]=1)=[O:23])[CH2:34][OH:35]. The reactants are [F:1][C:2]1[CH:10]=[C:9]2[C:5]([C:6]([C:12]3[N:13]=[C:14]4[C:20]([C:21]([OH:23])=O)=[CH:19][N:18]([CH2:24][O:25][CH2:26][CH2:27][Si:28]([CH3:31])([CH3:30])[CH3:29])[C:15]4=[N:16][CH:17]=3)=[N:7][N:8]2[CH3:11])=[CH:4][CH:3]=1.[NH2:32][C@@H:33]([C@@H:36]([OH:38])[CH3:37])[CH2:34][OH:35].CN(C(ON1N=NC2C=CC=NC1=2)=[N+](C)C)C.F[P-](F)(F)(F)(F)F.C(N(CC)C(C)C)(C)C. The yield is 0.820. (3) The product is [CH3:1][C:2]1[CH:7]=[CH:6][C:5]([NH2:8])=[CH:4][C:3]=1[CH:19]1[CH2:20][CH2:21][N:22]([CH2:25][C:26]2[CH:27]=[CH:28][C:29]([O:32][C:33]3[CH:38]=[C:37]([F:39])[C:36]([F:40])=[CH:35][C:34]=3[F:41])=[CH:30][CH:31]=2)[CH2:23][CH2:24]1. The yield is 1.00. The catalyst is C(O)C.[Pd]. The reactants are [CH3:1][C:2]1[CH:7]=[CH:6][C:5]([NH:8]C(OCC2C=CC=CC=2)=O)=[CH:4][C:3]=1[CH:19]1[CH2:24][CH2:23][N:22]([CH2:25][C:26]2[CH:31]=[CH:30][C:29]([O:32][C:33]3[CH:38]=[C:37]([F:39])[C:36]([F:40])=[CH:35][C:34]=3[F:41])=[CH:28][CH:27]=2)[CH2:21][CH2:20]1. (4) The reactants are CCN(C(C)C)C(C)C.[C:10]([C@:13]([N:19]([CH3:29])[C:20]([C:22]1[CH:27]=[CH:26][C:25]([I:28])=[CH:24][CH:23]=1)=[O:21])([CH3:18])[C:14]([NH:16][CH3:17])=[O:15])([OH:12])=O.[O:30]1[CH2:35][CH2:34][CH2:33][CH2:32][CH:31]1[O:36][NH2:37].CN(C(ON1N=NC2C=CC=NC1=2)=[N+](C)C)C.F[P-](F)(F)(F)(F)F. The catalyst is C(OCC)(=O)C.O.CN(C=O)C. The product is [I:28][C:25]1[CH:26]=[CH:27][C:22]([C:20]([N:19]([CH3:29])[C@:13]([CH3:18])([C:10]([NH:37][O:36][CH:31]2[CH2:32][CH2:33][CH2:34][CH2:35][O:30]2)=[O:12])[C:14]([NH:16][CH3:17])=[O:15])=[O:21])=[CH:23][CH:24]=1. The yield is 0.260. (5) The reactants are [NH2:1][C:2]1[S:3][C:4]2[C:10](=[O:11])[CH2:9][CH2:8][CH2:7][C:5]=2[N:6]=1.C(N(CC)CC)C.[CH2:19]([N:21]=[C:22]=[O:23])[CH3:20].CCOCC. The catalyst is CN(C=O)C. The product is [O:11]=[C:10]1[C:4]2[S:3][C:2]([NH:1][C:22]([NH:21][CH2:19][CH3:20])=[O:23])=[N:6][C:5]=2[CH2:7][CH2:8][CH2:9]1. The yield is 0.850. (6) The reactants are [CH3:1][C@H:2]([O:6][C:7]1[CH:8]=[C:9]([C:21]([NH:23][C:24]2[CH:28]=[CH:27][N:26]([C:29]([O:31][C:32]([CH3:35])([CH3:34])[CH3:33])=[O:30])[N:25]=2)=[O:22])[CH:10]=[C:11]([O:13]CC2C=CC=CC=2)[CH:12]=1)[CH2:3][O:4][CH3:5]. The catalyst is C1COCC1.C(O)C. The product is [OH:13][C:11]1[CH:10]=[C:9]([C:21]([NH:23][C:24]2[CH:28]=[CH:27][N:26]([C:29]([O:31][C:32]([CH3:33])([CH3:35])[CH3:34])=[O:30])[N:25]=2)=[O:22])[CH:8]=[C:7]([O:6][C@@H:2]([CH3:1])[CH2:3][O:4][CH3:5])[CH:12]=1. The yield is 0.970. (7) The reactants are [N:1]([O-:3])=[O:2].[Na+].C(C1C(N)=C(C)C([N+]([O-])=O)=CC=1)C.[Br:18][C:19]1[C:24]([CH3:25])=[C:23]([N+]([O-])=O)[CH:22]=[CH:21][C:20]=1[CH2:29][CH3:30]. The catalyst is O.Br. The product is [Br:18][C:19]1[C:20]([CH2:29][CH3:30])=[C:21]([N+:1]([O-:3])=[O:2])[CH:22]=[CH:23][C:24]=1[CH3:25]. The yield is 0.950.